This data is from Full USPTO retrosynthesis dataset with 1.9M reactions from patents (1976-2016). The task is: Predict the reactants needed to synthesize the given product. (1) Given the product [F:1][C:2]1[CH:7]=[CH:6][C:5]([O:8][CH3:9])=[CH:4][C:3]=1[C:10]1[CH:15]=[CH:14][C:13]([OH:16])=[CH:12][C:11]=1[CH:26]([CH2:27][C:28]([CH3:31])([CH3:30])[CH3:29])[C:71]#[N:72], predict the reactants needed to synthesize it. The reactants are: [F:1][C:2]1[CH:7]=[CH:6][C:5]([O:8][CH3:9])=[CH:4][C:3]=1[C:10]1[CH:15]=[CH:14][C:13]([O:16]CC2C=CC(OC)=CC=2)=[CH:12][C:11]=1[CH:26](O)[CH2:27][C:28]([CH3:31])([CH3:30])[CH3:29].FC1C(B(C2C(F)=C(F)C(F)=C(F)C=2F)C2C(F)=C(F)C(F)=C(F)C=2F)=C(F)C(F)=C(F)C=1F.C[Si]([C:71]#[N:72])(C)C. (2) Given the product [ClH:47].[ClH:47].[CH3:17][N:15]1[CH:16]=[C:12]([C:10]([N:9]([CH:18]([CH3:20])[CH3:19])[CH2:8][C:6]2[CH:5]=[CH:4][N:3]=[C:2]([C:27]3[CH:26]=[CH:25][C:24]([O:23][C:22]([F:21])([F:33])[F:34])=[CH:29][CH:28]=3)[CH:7]=2)=[O:11])[N:13]=[CH:14]1, predict the reactants needed to synthesize it. The reactants are: Br[C:2]1[CH:7]=[C:6]([CH2:8][N:9]([CH:18]([CH3:20])[CH3:19])[C:10]([C:12]2[N:13]=[CH:14][N:15]([CH3:17])[CH:16]=2)=[O:11])[CH:5]=[CH:4][N:3]=1.[F:21][C:22]([F:34])([F:33])[O:23][C:24]1[CH:29]=[CH:28][C:27](B(O)O)=[CH:26][CH:25]=1.C(=O)([O-])[O-].[K+].[K+].CN(C)C=O.C(Cl)(Cl)[Cl:47].